This data is from Reaction yield outcomes from USPTO patents with 853,638 reactions. The task is: Predict the reaction yield, written as a fraction of the theoretical maximum amount of product (1.0 means a 100% yield; for example, 0.34 means a 34% yield). (1) The reactants are [Cl:1][C:2]1[CH:31]=[CH:30][C:5]([CH2:6][NH:7][C:8]([C:10]2[C:19](=[O:20])[C:18]3[C:13](=[C:14](I)[CH:15]=[C:16]([CH2:21][N:22]4[CH2:27][CH2:26][O:25][CH2:24][CH2:23]4)[CH:17]=3)[N:12]([CH3:29])[CH:11]=2)=[O:9])=[CH:4][CH:3]=1.CN(C)[CH2:34][C:35]#[CH:36].CN([CH:41]=[O:42])C. The catalyst is N(CC)CC.Cl[Pd](Cl)([P](C1C=CC=CC=1)(C1C=CC=CC=1)C1C=CC=CC=1)[P](C1C=CC=CC=1)(C1C=CC=CC=1)C1C=CC=CC=1. The product is [Cl:1][C:2]1[CH:31]=[CH:30][C:5]([CH2:6][NH:7][C:8]([C:10]2[C:19](=[O:20])[C:18]3[C:13](=[C:14]([C:36]#[C:35][CH2:34][CH2:41][OH:42])[CH:15]=[C:16]([CH2:21][N:22]4[CH2:27][CH2:26][O:25][CH2:24][CH2:23]4)[CH:17]=3)[N:12]([CH3:29])[CH:11]=2)=[O:9])=[CH:4][CH:3]=1. The yield is 0.470. (2) The reactants are [OH:1][C@@H:2]1[CH2:11][CH2:10][C:5]2([O:9][CH2:8][CH2:7][O:6]2)[CH2:4][C@:3]1([CH3:17])[C:12]([O:14][CH2:15][CH3:16])=[O:13].[H-].[Na+].[CH2:20](Br)[C:21]1[CH:26]=[CH:25][CH:24]=[CH:23][CH:22]=1. The catalyst is CN(C=O)C.CCOC(C)=O. The product is [CH2:20]([O:1][C@@H:2]1[CH2:11][CH2:10][C:5]2([O:9][CH2:8][CH2:7][O:6]2)[CH2:4][C@:3]1([CH3:17])[C:12]([O:14][CH2:15][CH3:16])=[O:13])[C:21]1[CH:26]=[CH:25][CH:24]=[CH:23][CH:22]=1. The yield is 0.800. (3) The reactants are O[C:2]1[C:11]2[C:6](=[N:7][CH:8]=[CH:9][CH:10]=2)[N:5]([C:12]2[CH:17]=[CH:16][CH:15]=[CH:14][CH:13]=2)[C:4](=[O:18])[C:3]=1[C:19](=O)[CH2:20][CH2:21][C:22]1[CH:27]=[CH:26][CH:25]=[C:24]([N+:28]([O-:30])=[O:29])[CH:23]=1.O.[NH2:33][NH2:34].O. The catalyst is CN(C=O)C. The product is [N+:28]([C:24]1[CH:23]=[C:22]([CH2:21][CH2:20][C:19]2[C:3]3[C:4](=[O:18])[N:5]([C:12]4[CH:17]=[CH:16][CH:15]=[CH:14][CH:13]=4)[C:6]4[N:7]=[CH:8][CH:9]=[CH:10][C:11]=4[C:2]=3[NH:34][N:33]=2)[CH:27]=[CH:26][CH:25]=1)([O-:30])=[O:29]. The yield is 0.940. (4) The reactants are [F:1][C:2]([F:19])([F:18])[O:3][C:4]1[CH:9]=[CH:8][C:7]([S:10][C:11]2[C:12](=[O:17])[NH:13][CH:14]=[CH:15][N:16]=2)=[CH:6][CH:5]=1.Br[C:21]1[CH:32]=[CH:31][C:24]([O:25][CH2:26][C:27]([CH3:30])([OH:29])[CH3:28])=[C:23]([CH3:33])[CH:22]=1.CNCCNC.[O-]P([O-])([O-])=O.[K+].[K+].[K+]. The catalyst is O1CCOCC1.[Cu]I. The product is [OH:29][C:27]([CH3:30])([CH3:28])[CH2:26][O:25][C:24]1[CH:31]=[CH:32][C:21]([N:13]2[CH:14]=[CH:15][N:16]=[C:11]([S:10][C:7]3[CH:6]=[CH:5][C:4]([O:3][C:2]([F:1])([F:18])[F:19])=[CH:9][CH:8]=3)[C:12]2=[O:17])=[CH:22][C:23]=1[CH3:33]. The yield is 0.115. (5) The reactants are [OH:1][C@H:2]1[CH2:6][CH2:5][N:4]([C:7]([O:9][C:10]([CH3:13])([CH3:12])[CH3:11])=[O:8])[CH2:3]1.[H-].[Na+].F[C:17]1[CH:22]=[CH:21][C:20]([N+:23]([O-:25])=[O:24])=[CH:19][CH:18]=1. The catalyst is CC(N(C)C)=O. The product is [N+:23]([C:20]1[CH:21]=[CH:22][C:17]([O:1][C@H:2]2[CH2:6][CH2:5][N:4]([C:7]([O:9][C:10]([CH3:13])([CH3:12])[CH3:11])=[O:8])[CH2:3]2)=[CH:18][CH:19]=1)([O-:25])=[O:24]. The yield is 1.00. (6) The reactants are [CH3:1][C:2]1[CH:7]=[CH:6][C:5]([S:8]([O:11][CH2:12][CH:13]2[CH2:17][C:16]3[CH:18]=[CH:19][CH:20]=[C:21](Br)[C:15]=3[O:14]2)(=[O:10])=[O:9])=[CH:4][CH:3]=1.[CH3:23][C:24]1[C:29]([CH3:30])=[CH:28][CH:27]=[CH:26][C:25]=1B(O)O.C(=O)([O-])[O-].[K+].[K+].CC1C=CC(S(OCC2CC3C(C4C=CC=CC=4)=CC=CC=3O2)(=O)=O)=CC=1. The catalyst is CC1C=CC=CC=1[P](C1C=CC=CC=1C)([Pd](Cl)(Cl)[P](C1=C(C)C=CC=C1)(C1C=CC=CC=1C)C1C=CC=CC=1C)C1C=CC=CC=1C. The product is [CH3:1][C:2]1[CH:7]=[CH:6][C:5]([S:8]([O:11][CH2:12][CH:13]2[CH2:17][C:16]3[CH:18]=[CH:19][CH:20]=[C:21]([C:25]4[CH:26]=[CH:27][CH:28]=[C:29]([CH3:30])[C:24]=4[CH3:23])[C:15]=3[O:14]2)(=[O:10])=[O:9])=[CH:4][CH:3]=1. The yield is 0.620. (7) The yield is 0.880. The product is [Br:1][C:2]1[CH:7]=[C:6]([N:16]([CH3:17])[CH3:15])[CH:5]=[N:4][CH:3]=1. The catalyst is CN(C=O)C. The reactants are [Br:1][C:2]1[CH:3]=[N:4][CH:5]=[C:6](Br)[CH:7]=1.C([O-])([O-])=O.[K+].[K+].[CH3:15][N:16](Cl)[CH3:17].